This data is from Forward reaction prediction with 1.9M reactions from USPTO patents (1976-2016). The task is: Predict the product of the given reaction. (1) Given the reactants [CH3:1][N:2]1[CH2:28][CH2:27][C:5]2[N:6]([CH2:14][CH:15](OS(C)(=O)=O)[C:16]3[CH:21]=[CH:20][N:19]=[CH:18][CH:17]=3)[C:7]3[CH:8]=[CH:9][C:10]([CH3:13])=[CH:11][C:12]=3[C:4]=2[CH2:3]1.[CH:29]1([NH2:34])[CH2:33][CH2:32][CH2:31][CH2:30]1, predict the reaction product. The product is: [CH:29]1([NH:34][CH:15]([C:16]2[CH:21]=[CH:20][N:19]=[CH:18][CH:17]=2)[CH2:14][N:6]2[C:7]3[CH:8]=[CH:9][C:10]([CH3:13])=[CH:11][C:12]=3[C:4]3[CH2:3][N:2]([CH3:1])[CH2:28][CH2:27][C:5]2=3)[CH2:33][CH2:32][CH2:31][CH2:30]1. (2) Given the reactants C[O:2][C:3](=[O:32])[CH2:4][CH2:5][C:6]1[C:15]2[C:10](=[C:11]([O:16][CH2:17][CH2:18][C:19]3[N:20]=[C:21]([C:25]4[CH:30]=[CH:29][C:28]([CH3:31])=[CH:27][CH:26]=4)[O:22][C:23]=3[CH3:24])[CH:12]=[CH:13][CH:14]=2)[CH2:9][CH2:8][CH:7]=1.[OH-].[Na+].Cl, predict the reaction product. The product is: [CH3:31][C:28]1[CH:29]=[CH:30][C:25]([C:21]2[O:22][C:23]([CH3:24])=[C:19]([CH2:18][CH2:17][O:16][C:11]3[CH:12]=[CH:13][CH:14]=[C:15]4[C:10]=3[CH2:9][CH2:8][CH:7]=[C:6]4[CH2:5][CH2:4][C:3]([OH:32])=[O:2])[N:20]=2)=[CH:26][CH:27]=1. (3) Given the reactants [C:1]1([N:7]2[C:12](=[O:13])[N:11]([CH2:14][CH2:15][CH2:16][CH3:17])[C:10](=[O:18])C(C#N)=[N:8]2)[CH:6]=[CH:5][CH:4]=[CH:3][CH:2]=1.Cl.[C:22]([OH:25])(=[O:24])[CH3:23], predict the reaction product. The product is: [C:1]1([N:7]2[C:12](=[O:13])[N:11]([CH2:14][CH2:15][CH2:16][CH3:17])[C:10](=[O:18])[C:23]([C:22]([OH:25])=[O:24])=[N:8]2)[CH:2]=[CH:3][CH:4]=[CH:5][CH:6]=1. (4) Given the reactants [N:1]1([CH2:7][CH2:8][CH2:9][CH2:10][C:11](=O)[C:12](=[N:15][NH:16][C:17]2[CH:22]=[CH:21][CH:20]=[CH:19][CH:18]=2)[C:13]#[N:14])[CH2:6][CH2:5]O[CH2:3][CH2:2]1.[OH2:24].[NH2:25][NH2:26].O, predict the reaction product. The product is: [N:1]1([CH2:7][CH2:8][CH2:9][CH2:10][C:11]2[C:12](=[N:15][NH:16][C:17]3[CH:18]=[CH:19][CH:20]=[CH:21][CH:22]=3)[C:13]([NH2:14])=[N:25][N:26]=2)[CH2:6][CH2:5][O:24][CH2:3][CH2:2]1. (5) Given the reactants [Cl:1][C:2]1[CH:7]=[CH:6][C:5]([CH2:8][OH:9])=[CH:4][C:3]=1[OH:10].Br[CH:12]([CH:14]1[CH2:16][CH2:15]1)O, predict the reaction product. The product is: [Cl:1][C:2]1[CH:7]=[CH:6][C:5]([CH2:8][OH:9])=[CH:4][C:3]=1[O:10][CH2:12][CH:14]1[CH2:16][CH2:15]1.